This data is from Forward reaction prediction with 1.9M reactions from USPTO patents (1976-2016). The task is: Predict the product of the given reaction. Given the reactants [NH2:1][C:2]1[CH:9]=[CH:8][C:5]([CH:6]=O)=[CH:4][CH:3]=1.[C:10]([CH2:12][C:13]([O:15][CH2:16][CH:17]([CH3:19])[CH3:18])=[O:14])#[N:11].C(NCC)C.C(O)(=O)C, predict the reaction product. The product is: [NH2:1][C:2]1[CH:9]=[CH:8][C:5]([CH:6]=[C:12]([C:10]#[N:11])[C:13]([O:15][CH2:16][CH:17]([CH3:19])[CH3:18])=[O:14])=[CH:4][CH:3]=1.